From a dataset of Forward reaction prediction with 1.9M reactions from USPTO patents (1976-2016). Predict the product of the given reaction. (1) Given the reactants [NH:1]1[C:7]2[CH:8]=[CH:9][CH:10]=[CH:11][C:6]=2[CH2:5][CH2:4][O:3][C:2]1=[O:12].[H-].[Na+].I[CH3:16], predict the reaction product. The product is: [CH3:16][N:1]1[C:7]2[CH:8]=[CH:9][CH:10]=[CH:11][C:6]=2[CH2:5][CH2:4][O:3][C:2]1=[O:12]. (2) Given the reactants [O:1](C(O)C)[C:2]1[CH:7]=[CH:6][CH:5]=[CH:4][CH:3]=1, predict the reaction product. The product is: [CH2:2]([OH:1])[CH2:7][CH2:6][CH2:5][CH2:4][CH2:3][CH2:6][CH2:7][CH2:2][CH2:3][CH2:4][CH3:5]. (3) Given the reactants C[O:2][C:3](=[O:37])[CH2:4][C:5]1([CH2:32][C:33](=[O:36])[O:34]C)[O:9][N:8]=[C:7]([C:10]2[CH:15]=[C:14]([OH:16])[CH:13]=[CH:12][C:11]=2[CH2:17][CH2:18][C:19]([N:21]2[CH2:26][CH2:25][CH:24]([C:27]([O:29]CC)=[O:28])[CH2:23][CH2:22]2)=[O:20])[CH2:6]1.C1COCC1.[OH-].[Na+].Cl, predict the reaction product. The product is: [C:33]([CH2:32][C:5]1([CH2:4][C:3]([OH:37])=[O:2])[O:9][N:8]=[C:7]([C:10]2[CH:15]=[C:14]([OH:16])[CH:13]=[CH:12][C:11]=2[CH2:17][CH2:18][C:19]([N:21]2[CH2:22][CH2:23][CH:24]([C:27]([OH:29])=[O:28])[CH2:25][CH2:26]2)=[O:20])[CH2:6]1)([OH:36])=[O:34]. (4) Given the reactants [CH2:1]([O:3][C:4](=[O:37])[C:5]([O:8][C:9]1[CH:14]=[CH:13][C:12]([CH2:15][CH2:16][CH2:17][CH:18]2[CH2:22][N:21]([CH2:23][C:24]3[CH:29]=[CH:28][C:27]([C:30]([F:33])([F:32])[F:31])=[CH:26][CH:25]=3)[C:20](=[O:34])[N:19]2[CH3:35])=[CH:11][C:10]=1I)([CH3:7])[CH3:6])[CH3:2].[CH2:38](B(O)O)[CH2:39][CH2:40][CH3:41], predict the reaction product. The product is: [CH2:1]([O:3][C:4](=[O:37])[C:5]([O:8][C:9]1[CH:14]=[CH:13][C:12]([CH2:15][CH2:16][CH2:17][CH:18]2[CH2:22][N:21]([CH2:23][C:24]3[CH:29]=[CH:28][C:27]([C:30]([F:33])([F:32])[F:31])=[CH:26][CH:25]=3)[C:20](=[O:34])[N:19]2[CH3:35])=[CH:11][C:10]=1[CH2:38][CH2:39][CH2:40][CH3:41])([CH3:7])[CH3:6])[CH3:2]. (5) Given the reactants [C:1]([C:4]1[CH:8]=[C:7]([C:9]2[CH:22]=[CH:21][C:12]([O:13][CH2:14][CH2:15][NH:16][S:17]([CH3:20])(=[O:19])=[O:18])=[CH:11][CH:10]=2)[N:6]([C:23]2[CH:24]=[N:25][C:26]([O:29][CH3:30])=[CH:27][CH:28]=2)[N:5]=1)([CH3:3])=[CH2:2], predict the reaction product. The product is: [CH:1]([C:4]1[CH:8]=[C:7]([C:9]2[CH:22]=[CH:21][C:12]([O:13][CH2:14][CH2:15][NH:16][S:17]([CH3:20])(=[O:18])=[O:19])=[CH:11][CH:10]=2)[N:6]([C:23]2[CH:24]=[N:25][C:26]([O:29][CH3:30])=[CH:27][CH:28]=2)[N:5]=1)([CH3:3])[CH3:2].